Dataset: Forward reaction prediction with 1.9M reactions from USPTO patents (1976-2016). Task: Predict the product of the given reaction. (1) Given the reactants [CH2:1]([N:8]1[CH2:12][C@H:11]([CH2:13][C:14]2[CH:19]=[CH:18][CH:17]=[CH:16][CH:15]=2)[C@H:10]([C:20]([OH:22])=O)[CH2:9]1)[C:2]1[CH:7]=[CH:6][CH:5]=[CH:4][CH:3]=1.[CH:23]1[CH:24]=[CH:25][C:26]2N(O)N=[N:29][C:27]=2[CH:28]=1.CCN=C=NCCCN(C)C.NC1C=CC=CC=1, predict the reaction product. The product is: [C:27]1([NH:29][C:20]([C@H:10]2[C@@H:11]([CH2:13][C:14]3[CH:15]=[CH:16][CH:17]=[CH:18][CH:19]=3)[CH2:12][N:8]([CH2:1][C:2]3[CH:7]=[CH:6][CH:5]=[CH:4][CH:3]=3)[CH2:9]2)=[O:22])[CH:28]=[CH:23][CH:24]=[CH:25][CH:26]=1. (2) Given the reactants O[CH2:2][C:3]1[CH2:8][CH2:7][N:6]([C:9](=[O:11])[CH3:10])[CH2:5][C:4]=1[C:12]1[CH:17]=[CH:16][CH:15]=[CH:14][CH:13]=1.O=S(Cl)[Cl:20], predict the reaction product. The product is: [Cl:20][CH2:2][C:3]1[CH2:8][CH2:7][N:6]([C:9](=[O:11])[CH3:10])[CH2:5][C:4]=1[C:12]1[CH:17]=[CH:16][CH:15]=[CH:14][CH:13]=1. (3) Given the reactants Br[C:2]1[CH:3]=[C:4]2[C:9](=[CH:10][C:11]=1[O:12][CH3:13])[N:8]=[C:7]([C:14]1[CH:19]=[CH:18][C:17]([CH2:20][C:21]([NH:23][C:24]3[CH:28]=[C:27]([C:29]4([C:32]([F:35])([F:34])[F:33])[CH2:31][CH2:30]4)[O:26][N:25]=3)=[O:22])=[C:16]([F:36])[CH:15]=1)[CH:6]=[N:5]2.[O:37]1[CH2:42][CH2:41][N:40]([CH2:43][CH2:44][NH2:45])[CH2:39][CH2:38]1.C([O-])([O-])=O.[Cs+].[Cs+].C1(P(C2C=CC=CC=2)C2C3OC4C(=CC=CC=4P(C4C=CC=CC=4)C4C=CC=CC=4)C(C)(C)C=3C=CC=2)C=CC=CC=1, predict the reaction product. The product is: [F:36][C:16]1[CH:15]=[C:14]([C:7]2[CH:6]=[N:5][C:4]3[C:9](=[CH:10][C:11]([O:12][CH3:13])=[C:2]([NH:45][CH2:44][CH2:43][N:40]4[CH2:41][CH2:42][O:37][CH2:38][CH2:39]4)[CH:3]=3)[N:8]=2)[CH:19]=[CH:18][C:17]=1[CH2:20][C:21]([NH:23][C:24]1[CH:28]=[C:27]([C:29]2([C:32]([F:34])([F:33])[F:35])[CH2:31][CH2:30]2)[O:26][N:25]=1)=[O:22]. (4) Given the reactants CO[C:3]([C:5]1[S:9][N:8]=[C:7]([O:10][CH2:11][C:12]2[C:13]([C:18]3[CH:23]=[CH:22][CH:21]=[CH:20][N:19]=3)=[N:14][O:15][C:16]=2[CH3:17])[CH:6]=1)=[O:4].COC(C1ON=C(OC[C:35]2[C:36]([C:41]3C=CC=CN=3)=[N:37]OC=2C)C=1)=O.C(N)(C)C, predict the reaction product. The product is: [CH:36]([NH:37][C:3]([C:5]1[S:9][N:8]=[C:7]([O:10][CH2:11][C:12]2[C:13]([C:18]3[CH:23]=[CH:22][CH:21]=[CH:20][N:19]=3)=[N:14][O:15][C:16]=2[CH3:17])[CH:6]=1)=[O:4])([CH3:41])[CH3:35]. (5) Given the reactants Cl[C:2]1[CH:7]=[CH:6][C:5]([OH:8])=[CH:4][CH:3]=1.[B:9]1([B:9]2[O:13][C:12]([CH3:15])([CH3:14])[C:11]([CH3:17])([CH3:16])[O:10]2)[O:13][C:12]([CH3:15])([CH3:14])[C:11]([CH3:17])([CH3:16])[O:10]1.C([O-])(=O)C.[K+].N#N, predict the reaction product. The product is: [CH3:16][C:11]1([CH3:17])[C:12]([CH3:15])([CH3:14])[O:13][B:9]([C:2]2[CH:7]=[CH:6][C:5]([OH:8])=[CH:4][CH:3]=2)[O:10]1.